From a dataset of Acute oral toxicity (LD50) regression data from Zhu et al.. Regression/Classification. Given a drug SMILES string, predict its toxicity properties. Task type varies by dataset: regression for continuous values (e.g., LD50, hERG inhibition percentage) or binary classification for toxic/non-toxic outcomes (e.g., AMES mutagenicity, cardiotoxicity, hepatotoxicity). Dataset: ld50_zhu. (1) The drug is CCCCCCCc1ccc(O)cc1O. The rat oral LD50 is 2.21, given as -log10 of the dose in mol/kg body weight (higher means more acutely toxic). (2) The molecule is CC(C)CC(C)CC(CC(C)C)OCCO. The rat oral LD50 is 1.63, given as -log10 of the dose in mol/kg body weight (higher means more acutely toxic). (3) The compound is CCOC(=O)c1cn2nc(OP(=S)(OCC)OCC)cc2nc1C. The rat oral LD50 is 3.23, given as -log10 of the dose in mol/kg body weight (higher means more acutely toxic). (4) The drug is c1ccc(Nc2ccc3ccccc3c2)cc1. The rat oral LD50 is 1.40, given as -log10 of the dose in mol/kg body weight (higher means more acutely toxic).